From a dataset of Reaction yield outcomes from USPTO patents with 853,638 reactions. Predict the reaction yield, written as a fraction of the theoretical maximum amount of product (1.0 means a 100% yield; for example, 0.34 means a 34% yield). (1) The reactants are [C:1]1([S:7]([N:10]2[CH2:15][CH2:14][C:13](=O)[CH2:12][CH2:11]2)(=[O:9])=[O:8])[CH:6]=[CH:5][CH:4]=[CH:3][CH:2]=1.[NH:17]1[CH2:22][CH2:21][CH2:20][CH2:19][CH:18]1[CH2:23][CH2:24][OH:25].CC(O)=O.[BH3-]C#N.[Na+]. The catalyst is C1(C)C=CC=CC=1.CO. The product is [C:1]1([S:7]([N:10]2[CH2:15][CH2:14][CH:13]([N:17]3[CH2:22][CH2:21][CH2:20][CH2:19][CH:18]3[CH2:23][CH2:24][OH:25])[CH2:12][CH2:11]2)(=[O:9])=[O:8])[CH:6]=[CH:5][CH:4]=[CH:3][CH:2]=1. The yield is 0.500. (2) The reactants are [F:1][C:2]1([F:13])[O:6][C:5]2[CH:7]=[CH:8][C:9]([CH:11]=[O:12])=[CH:10][C:4]=2[O:3]1.[BH4-].[Na+].O. The catalyst is C1COCC1. The product is [F:13][C:2]1([F:1])[O:6][C:5]2[CH:7]=[CH:8][C:9]([CH2:11][OH:12])=[CH:10][C:4]=2[O:3]1. The yield is 0.950. (3) The reactants are [BH4-].[Na+].[C:3]([O:7][C:8]([N:10]1[C:14]([CH2:15][C:16]([O:18][CH2:19][CH3:20])=[O:17])=[CH:13][C:12](/[CH:21]=[C:22]2\[CH2:23][N:24]([C:29]([C:42]3[CH:47]=[CH:46][CH:45]=[CH:44][CH:43]=3)([C:36]3[CH:41]=[CH:40][CH:39]=[CH:38][CH:37]=3)[C:30]3[CH:35]=[CH:34][CH:33]=[CH:32][CH:31]=3)[CH2:25][CH2:26][C:27]\2=[O:28])=[N:11]1)=[O:9])([CH3:6])([CH3:5])[CH3:4]. The catalyst is C(O)C. The product is [C:3]([O:7][C:8]([N:10]1[C:14]([CH2:15][C:16]([O:18][CH2:19][CH3:20])=[O:17])=[CH:13][C:12](/[CH:21]=[C:22]2\[CH2:23][N:24]([C:29]([C:30]3[CH:31]=[CH:32][CH:33]=[CH:34][CH:35]=3)([C:42]3[CH:43]=[CH:44][CH:45]=[CH:46][CH:47]=3)[C:36]3[CH:37]=[CH:38][CH:39]=[CH:40][CH:41]=3)[CH2:25][CH2:26][CH:27]\2[OH:28])=[N:11]1)=[O:9])([CH3:4])([CH3:5])[CH3:6]. The yield is 0.800. (4) The reactants are Cl[C:2]1[N:7]=[C:6]([NH:8][CH2:9][C:10]2[CH:14]=[C:13]([CH3:15])[O:12][C:11]=2[CH3:16])[C:5]([F:17])=[CH:4][N:3]=1.[NH2:18][C:19]1[CH:20]=[C:21]([OH:25])[CH:22]=[CH:23][CH:24]=1. No catalyst specified. The product is [CH3:16][C:11]1[O:12][C:13]([CH3:15])=[CH:14][C:10]=1[CH2:9][NH:8][C:6]1[C:5]([F:17])=[CH:4][N:3]=[C:2]([NH:18][C:19]2[CH:24]=[CH:23][CH:22]=[C:21]([OH:25])[CH:20]=2)[N:7]=1. The yield is 0.0500. (5) The reactants are [Cl:1][C:2]1[CH:10]=[C:9]2[C:5]([CH:6]=[N:7][N:8]2[C:11]2[CH:16]=[CH:15][C:14]([F:17])=[CH:13][CH:12]=2)=[CH:4][C:3]=1[O:18][CH:19]([C:23]1[CH:28]=[CH:27][C:26]([F:29])=[CH:25][CH:24]=1)[CH:20]([NH2:22])[CH3:21].[F:30][C:31]([F:42])([F:41])[C:32](O[C:32](=[O:33])[C:31]([F:42])([F:41])[F:30])=[O:33].O.CC#N. The catalyst is CC#N. The product is [Cl:1][C:2]1[CH:10]=[C:9]2[C:5]([CH:6]=[N:7][N:8]2[C:11]2[CH:12]=[CH:13][C:14]([F:17])=[CH:15][CH:16]=2)=[CH:4][C:3]=1[O:18][CH:19]([C:23]1[CH:24]=[CH:25][C:26]([F:29])=[CH:27][CH:28]=1)[CH:20]([NH:22][C:32](=[O:33])[C:31]([F:42])([F:41])[F:30])[CH3:21]. The yield is 0.820. (6) The reactants are C(N(CC)CC)C.[CH3:8][C@H:9]1[NH:14][CH2:13][CH2:12][N:11]([C:15]2[N:16]([CH2:37][C:38]([F:41])([F:40])[F:39])[C:17]3[C:22]([N:23]=2)=[C:21]([N:24]2[CH2:29][CH2:28][O:27][CH2:26][CH2:25]2)[N:20]=[C:19]([C:30]2[CH:31]=[N:32][C:33]([NH2:36])=[N:34][CH:35]=2)[N:18]=3)[CH2:10]1.C([O:45][CH2:46][C:47](Cl)=[O:48])(=O)C.C[O-].[Na+].CO. The catalyst is C(Cl)Cl.CO.O1CCCC1.C(Cl)Cl.CO. The product is [NH2:36][C:33]1[N:34]=[CH:35][C:30]([C:19]2[N:18]=[C:17]3[C:22]([N:23]=[C:15]([N:11]4[CH2:12][CH2:13][N:14]([C:46](=[O:45])[CH2:47][OH:48])[C@H:9]([CH3:8])[CH2:10]4)[N:16]3[CH2:37][C:38]([F:41])([F:39])[F:40])=[C:21]([N:24]3[CH2:25][CH2:26][O:27][CH2:28][CH2:29]3)[N:20]=2)=[CH:31][N:32]=1. The yield is 0.870. (7) The reactants are [N:1]1[C:10]2[C:5](=[CH:6][CH:7]=[CH:8][CH:9]=2)[CH:4]=[CH:3][C:2]=1[CH2:11][O:12][C:13]1[CH:18]=[CH:17][C:16]([CH2:19][C:20]([O:22][C:23]2([C:26]([O:28]C)=O)[CH2:25][CH2:24]2)=[O:21])=[CH:15][CH:14]=1.CN(C=O)C. No catalyst specified. The product is [OH:28][C:26]1[C:23]2([CH2:25][CH2:24]2)[O:22][C:20](=[O:21])[C:19]=1[C:16]1[CH:15]=[CH:14][C:13]([O:12][CH2:11][C:2]2[CH:3]=[CH:4][C:5]3[C:10](=[CH:9][CH:8]=[CH:7][CH:6]=3)[N:1]=2)=[CH:18][CH:17]=1. The yield is 0.830.